Predict the reactants needed to synthesize the given product. From a dataset of Full USPTO retrosynthesis dataset with 1.9M reactions from patents (1976-2016). (1) Given the product [O:1]1[C:5]2[CH:6]=[CH:7][C:8]([S:10]([N:13]([CH2:38][CH:39]([CH3:41])[CH3:40])[CH2:14][C@@H:15]([OH:37])[C@@H:16]([NH:25][C:26](=[O:36])[O:27][C@@H:28]3[C@H:35]4[C@H:31]([O:32][CH2:33][CH2:34]4)[O:30][CH2:29]3)[CH2:17][C:18]3[CH:23]=[CH:22][C:21]([O:24][C:46]([NH:45][CH:42]([CH3:44])[CH3:43])=[O:47])=[CH:20][CH:19]=3)(=[O:12])=[O:11])=[CH:9][C:4]=2[O:3][CH2:2]1, predict the reactants needed to synthesize it. The reactants are: [O:1]1[C:5]2[CH:6]=[CH:7][C:8]([S:10]([N:13]([CH2:38][CH:39]([CH3:41])[CH3:40])[CH2:14][C@@H:15]([OH:37])[C@@H:16]([NH:25][C:26](=[O:36])[O:27][C@@H:28]3[C@H:35]4[C@H:31]([O:32][CH2:33][CH2:34]4)[O:30][CH2:29]3)[CH2:17][C:18]3[CH:23]=[CH:22][C:21]([OH:24])=[CH:20][CH:19]=3)(=[O:12])=[O:11])=[CH:9][C:4]=2[O:3][CH2:2]1.[CH:42]([N:45]=[C:46]=[O:47])([CH3:44])[CH3:43].C(N(CC)CC)C.ClCCl. (2) Given the product [Br:1][C:2]1[C:3]([NH:15][CH:16]2[CH2:21][CH2:20][N:19]([CH3:22])[CH2:18][CH2:17]2)=[CH:4][C:5]([NH2:8])=[N:6][CH:7]=1, predict the reactants needed to synthesize it. The reactants are: [Br:1][C:2]1[C:3]([NH:15][CH:16]2[CH2:21][CH2:20][N:19]([CH3:22])[CH2:18][CH2:17]2)=[CH:4][C:5]([NH:8]C(=O)C(C)(C)C)=[N:6][CH:7]=1.Cl. (3) Given the product [CH2:2]([NH:4][C:5]([NH:29][C:21]1[S:20][C:12]2[N:13]([C:14]3[CH:19]=[CH:18][CH:17]=[CH:16][CH:15]=3)[C:8](=[O:7])[CH:9]=[CH:10][C:11]=2[C:22]=1[C:23]1[CH:28]=[CH:27][CH:26]=[CH:25][CH:24]=1)=[O:6])[CH3:3], predict the reactants needed to synthesize it. The reactants are: Cl.[CH2:2]([N:4]=[C:5]=[O:6])[CH3:3].[O:7]=[C:8]1[N:13]([C:14]2[CH:19]=[CH:18][CH:17]=[CH:16][CH:15]=2)[C:12]2[S:20][C:21]([NH:29]C(N)=O)=[C:22]([C:23]3[CH:28]=[CH:27][CH:26]=[CH:25][CH:24]=3)[C:11]=2[CH:10]=[CH:9]1.